This data is from Experimentally validated miRNA-target interactions with 360,000+ pairs, plus equal number of negative samples. The task is: Binary Classification. Given a miRNA mature sequence and a target amino acid sequence, predict their likelihood of interaction. (1) Result: 1 (interaction). The miRNA is hsa-miR-92a-3p with sequence UAUUGCACUUGUCCCGGCCUGU. The protein sequence of the target gene is MTLDMDAVLSDFVRSTGAEPGLARDLLEGKNWDVNAALSDFEQLRQVHAGNLPPSFSEGSGGSRTPEKGFSDREPTRPPRPILQRQDDIVQEKRLSRGISHASSSIVSLARSHVSSNGGGGGSNEHPLEMPICAFQLPDLTVYNEDFRSFIERDLIEQSMLVALEQAGRLNWWVSVDPTSQRLLPLATTGDGNCLLHAASLGMWGFHDRDLMLRKALYALMEKGVEKEALKRRWRWQQTQQNKESGLVYTEDEWQKEWNELIKLASSEPRMHLGTNGANCGGVESSEEPVYESLEEFHVF.... (2) The miRNA is hsa-miR-518a-5p with sequence CUGCAAAGGGAAGCCCUUUC. The protein sequence of the target gene is MAQKMDCGAGLLGFQAEASVEDSALLMQTLMEAIQISEAPPTNQATAAASPQSSQPPTANEMADIQVSAAAARPKSAFKVQNATTKGPNGVYDFSQAHNAKDVPNTQPKAAFKSQNATPKGPNAAYDFSQAATTGELAANKSEMAFKAQNATTKVGPNATYNFSQSLNANDLANSRPKTPFKAWNDTTKAPTADTQTQNVNQAKMATSQADIETDPGISEPDGATAQTSADGSQAQNLESRTIIRGKRTRKINNLNVEENSSGDQRRAPLAAGTWRSAPVPVTTQNPPGAPPNVLWQTPL.... Result: 0 (no interaction). (3) The miRNA is hsa-miR-3611 with sequence UUGUGAAGAAAGAAAUUCUUA. The protein sequence of the target gene is MAKDAGLIEANGELKVFIDQNLSPGKGVVSLVAVHPSTVNPLGKQLLPKTFGQSNVNIAQQVVIGTPQRPAASNTLVVGSPHTPSTHFASQNQPSDSSPWSAGKRNRKGEKNGKGLRHFSMKVCEKVQRKGTTSYNEVADELVAEFSAADNHILPNESAYDQKNIRRRVYDALNVLMAMNIISKEKKEIKWIGLPTNSAQECQNLEVERQRRLERIKQKQSQLQELILQQIAFKNLVQRNRHAEQQASRPPPPNSVIHLPFIIVNTSKKTVIDCSISNDKFEYLFNFDNTFEIHDDIEVL.... Result: 1 (interaction). (4) The miRNA is hsa-miR-3136-3p with sequence UGGCCCAACCUAUUCAGUUAGU. The protein sequence of the target gene is MAGPGPGPGDPDEQYDFLFKLVLVGDASVGKTCVVQRFKTGAFSERQGSTIGVDFTMKTLEIQGKRVKLQIWDTAGQERFRTITQSYYRSANGAILAYDITKRSSFLSVPHWIEDVRKYAGSNIVQLLIGNKSDLSELREVSLAEAQSLAEHYDILCAIETSAKDSSNVEEAFLRVATELIMRHGGPLFSEKSPDHIQLNSKDIGEGWGCGC. Result: 1 (interaction). (5) The miRNA is hsa-miR-6845-3p with sequence CCUCUCCUCCCUGUGCCCCAG. The protein sequence of the target gene is MLPRWELALYLLASLGFHFYSFYEVYKVSREHEEELDQEFELETDTLFGGLKKDATDFEWSFWMEWGKQWLVWLLLGHMVVSQMATLLARKHRPWILMLYGMWACWCVLGTPGVAMVLLHTTISFCVAQFRSQLLTWLCSLLLLSTLRLQGVEEVKRRWYKTENEYYLLQFTLTVRCLYYTSFSLELCWQQLPAASTSYSFPWMLAYVFYYPVLHNGPILSFSEFIKQMQQQEHDSLKASLCVLALGLGRLLCWWWLAELMAHLMYMHAIYSSIPLLETVSCWTLGGLALAQVLFFYVKY.... Result: 1 (interaction).